Regression. Given two drug SMILES strings and cell line genomic features, predict the synergy score measuring deviation from expected non-interaction effect. From a dataset of NCI-60 drug combinations with 297,098 pairs across 59 cell lines. (1) Drug 2: CC1=C(C(=O)C2=C(C1=O)N3CC4C(C3(C2COC(=O)N)OC)N4)N. Drug 1: CNC(=O)C1=CC=CC=C1SC2=CC3=C(C=C2)C(=NN3)C=CC4=CC=CC=N4. Cell line: PC-3. Synergy scores: CSS=24.5, Synergy_ZIP=-6.57, Synergy_Bliss=0.323, Synergy_Loewe=-12.8, Synergy_HSA=-1.70. (2) Drug 1: CC12CCC3C(C1CCC2=O)CC(=C)C4=CC(=O)C=CC34C. Drug 2: CC(C)(C#N)C1=CC(=CC(=C1)CN2C=NC=N2)C(C)(C)C#N. Cell line: CAKI-1. Synergy scores: CSS=13.6, Synergy_ZIP=0.382, Synergy_Bliss=1.29, Synergy_Loewe=-21.0, Synergy_HSA=2.28. (3) Drug 1: CCCS(=O)(=O)NC1=C(C(=C(C=C1)F)C(=O)C2=CNC3=C2C=C(C=N3)C4=CC=C(C=C4)Cl)F. Drug 2: CC1=C2C(C(=O)C3(C(CC4C(C3C(C(C2(C)C)(CC1OC(=O)C(C(C5=CC=CC=C5)NC(=O)OC(C)(C)C)O)O)OC(=O)C6=CC=CC=C6)(CO4)OC(=O)C)O)C)O. Cell line: A549. Synergy scores: CSS=61.3, Synergy_ZIP=20.4, Synergy_Bliss=15.3, Synergy_Loewe=-3.75, Synergy_HSA=14.2. (4) Drug 1: CC(C1=C(C=CC(=C1Cl)F)Cl)OC2=C(N=CC(=C2)C3=CN(N=C3)C4CCNCC4)N. Drug 2: C1C(C(OC1N2C=C(C(=O)NC2=O)F)CO)O. Cell line: HCT116. Synergy scores: CSS=41.5, Synergy_ZIP=-3.84, Synergy_Bliss=-3.34, Synergy_Loewe=-9.04, Synergy_HSA=-0.441. (5) Drug 1: C1C(C(OC1N2C=NC3=C(N=C(N=C32)Cl)N)CO)O. Drug 2: C1C(C(OC1N2C=NC(=NC2=O)N)CO)O. Cell line: 786-0. Synergy scores: CSS=5.83, Synergy_ZIP=-2.31, Synergy_Bliss=4.56, Synergy_Loewe=-3.87, Synergy_HSA=-1.63. (6) Drug 1: CC(C1=C(C=CC(=C1Cl)F)Cl)OC2=C(N=CC(=C2)C3=CN(N=C3)C4CCNCC4)N. Drug 2: CC1=C(C=C(C=C1)NC2=NC=CC(=N2)N(C)C3=CC4=NN(C(=C4C=C3)C)C)S(=O)(=O)N.Cl. Cell line: COLO 205. Synergy scores: CSS=12.1, Synergy_ZIP=10.7, Synergy_Bliss=16.3, Synergy_Loewe=-3.77, Synergy_HSA=8.35.